Regression. Given a peptide amino acid sequence and an MHC pseudo amino acid sequence, predict their binding affinity value. This is MHC class I binding data. From a dataset of Peptide-MHC class I binding affinity with 185,985 pairs from IEDB/IMGT. (1) The peptide sequence is QAFEAGIDF. The MHC is HLA-A02:19 with pseudo-sequence HLA-A02:19. The binding affinity (normalized) is 0.0847. (2) The peptide sequence is AISDYDYYRY. The MHC is HLA-A29:02 with pseudo-sequence HLA-A29:02. The binding affinity (normalized) is 0.550. (3) The peptide sequence is FDAAVMGGF. The MHC is HLA-B44:03 with pseudo-sequence HLA-B44:03. The binding affinity (normalized) is 0.0920. (4) The peptide sequence is EVRIPVDLVK. The MHC is HLA-A68:01 with pseudo-sequence HLA-A68:01. The binding affinity (normalized) is 0.400.